This data is from Buchwald-Hartwig C-N cross coupling reaction yields with 55,370 reactions. The task is: Predict the reaction yield, written as a fraction of the theoretical maximum amount of product (1.0 means a 100% yield; for example, 0.34 means a 34% yield). (1) The reactants are COc1ccc(Cl)cc1.Cc1ccc(N)cc1.O=S(=O)(O[Pd]1c2ccccc2-c2ccccc2N~1)C(F)(F)F.CC(C)c1cc(C(C)C)c(-c2ccccc2P(C(C)(C)C)C(C)(C)C)c(C(C)C)c1.CN1CCCN2CCCN=C12.Cc1ccno1. No catalyst specified. The product is COc1ccc(Nc2ccc(C)cc2)cc1. The yield is 0.00857. (2) The reactants are COc1ccc(Cl)cc1.Cc1ccc(N)cc1.O=S(=O)(O[Pd]1c2ccccc2-c2ccccc2N~1)C(F)(F)F.CC(C)c1cc(C(C)C)c(-c2ccccc2P(C(C)(C)C)C(C)(C)C)c(C(C)C)c1.CN(C)C(=NC(C)(C)C)N(C)C.c1ccc(CN(Cc2ccccc2)c2ccon2)cc1. No catalyst specified. The product is COc1ccc(Nc2ccc(C)cc2)cc1. The yield is 0.410. (3) The reactants are Brc1ccccn1.Cc1ccc(N)cc1.O=S(=O)(O[Pd]1c2ccccc2-c2ccccc2N~1)C(F)(F)F.CC(C)c1cc(C(C)C)c(-c2ccccc2P(C(C)(C)C)C(C)(C)C)c(C(C)C)c1.CN1CCCN2CCCN=C12.CCOC(=O)c1cc(C)no1. No catalyst specified. The product is Cc1ccc(Nc2ccccn2)cc1. The yield is 0.973. (4) The reactants are CCc1ccc(Br)cc1.Cc1ccc(N)cc1.O=S(=O)(O[Pd]1c2ccccc2-c2ccccc2N~1)C(F)(F)F.CC(C)c1cc(C(C)C)c(-c2ccccc2P(C(C)(C)C)C(C)(C)C)c(C(C)C)c1.CCN=P(N=P(N(C)C)(N(C)C)N(C)C)(N(C)C)N(C)C.c1ccc(-c2ccno2)cc1. No catalyst specified. The product is CCc1ccc(Nc2ccc(C)cc2)cc1. The yield is 0.284. (5) The product is Cc1ccc(Nc2ccc(C(F)(F)F)cc2)cc1. The yield is 0.0695. The reactants are FC(F)(F)c1ccc(Cl)cc1.Cc1ccc(N)cc1.O=S(=O)(O[Pd]1c2ccccc2-c2ccccc2N~1)C(F)(F)F.COc1ccc(OC)c(P(C(C)(C)C)C(C)(C)C)c1-c1c(C(C)C)cc(C(C)C)cc1C(C)C.CCN=P(N=P(N(C)C)(N(C)C)N(C)C)(N(C)C)N(C)C.COC(=O)c1ccno1. No catalyst specified. (6) The reactants are FC(F)(F)c1ccc(I)cc1.Cc1ccc(N)cc1.O=S(=O)(O[Pd]1c2ccccc2-c2ccccc2N~1)C(F)(F)F.COc1ccc(OC)c(P(C(C)(C)C)C(C)(C)C)c1-c1c(C(C)C)cc(C(C)C)cc1C(C)C.CCN=P(N=P(N(C)C)(N(C)C)N(C)C)(N(C)C)N(C)C.c1ccc(-c2cnoc2)cc1. No catalyst specified. The product is Cc1ccc(Nc2ccc(C(F)(F)F)cc2)cc1. The yield is 0.127.